From a dataset of Reaction yield outcomes from USPTO patents with 853,638 reactions. Predict the reaction yield, written as a fraction of the theoretical maximum amount of product (1.0 means a 100% yield; for example, 0.34 means a 34% yield). The reactants are [NH2:1][C:2]1[CH:3]=[CH:4][CH:5]=[C:6]2[C:11]=1[CH2:10][C:9](=[O:12])[CH2:8][CH2:7]2.[BH4-].[Na+].O. The catalyst is CO. The product is [NH2:1][C:2]1[CH:3]=[CH:4][CH:5]=[C:6]2[C:11]=1[CH2:10][CH:9]([OH:12])[CH2:8][CH2:7]2. The yield is 0.710.